Dataset: Forward reaction prediction with 1.9M reactions from USPTO patents (1976-2016). Task: Predict the product of the given reaction. (1) The product is: [Cl:17][CH2:9][C:8]([C:5]1[CH:6]=[CH:7][C:2]([F:1])=[C:3]([N+:11]([O-:13])=[O:12])[CH:4]=1)=[O:10]. Given the reactants [F:1][C:2]1[CH:7]=[CH:6][C:5]([C:8](=[O:10])[CH3:9])=[CH:4][C:3]=1[N+:11]([O-:13])=[O:12].CO.C(Cl)[Cl:17], predict the reaction product. (2) Given the reactants C(=O)([O-])[O-].[K+].[K+].[CH3:7][CH:8]1[CH2:13][CH:12]([CH3:14])[CH2:11][NH:10][CH2:9]1.CN(C)C=O.[CH2:20](Cl)[C:21]1[CH:26]=[CH:25][CH:24]=[CH:23][CH:22]=1, predict the reaction product. The product is: [CH2:20]([N:10]1[CH2:11][C@@H:12]([CH3:14])[CH2:13][C@H:8]([CH3:7])[CH2:9]1)[C:21]1[CH:26]=[CH:25][CH:24]=[CH:23][CH:22]=1. (3) Given the reactants C([O:5][C:6](=[O:32])/[CH:7]=[CH:8]/[C:9]1[CH:14]=[CH:13][C:12]([O:15][C:16]2[CH:21]=[CH:20][C:19]([O:22][CH2:23][C:24]3[CH:29]=[CH:28][CH:27]=[CH:26][C:25]=3[Cl:30])=[CH:18][N:17]=2)=[C:11]([F:31])[CH:10]=1)CCC.[OH-].[Na+], predict the reaction product. The product is: [Cl:30][C:25]1[CH:26]=[CH:27][CH:28]=[CH:29][C:24]=1[CH2:23][O:22][C:19]1[CH:20]=[CH:21][C:16]([O:15][C:12]2[CH:13]=[CH:14][C:9](/[CH:8]=[CH:7]/[C:6]([OH:32])=[O:5])=[CH:10][C:11]=2[F:31])=[N:17][CH:18]=1. (4) Given the reactants [N:1]1([C:6]([C@@H:8]2[CH2:13][CH2:12][CH2:11][N:10]([C:14]3[N:19]=[C:18]4[NH:20][C:21]([C:23]5[CH:24]=[C:25]([CH:28]=[CH:29][CH:30]=5)[C:26]#[N:27])=[N:22][C:17]4=[CH:16][CH:15]=3)[CH2:9]2)=[O:7])[CH2:5][CH2:4][CH2:3][CH2:2]1.[N-:31]=[N+:32]=[N-:33].[Na+].II, predict the reaction product. The product is: [N:27]1[NH:31][N:32]=[N:33][C:26]=1[C:25]1[CH:24]=[C:23]([C:21]2[NH:20][C:18]3=[N:19][C:14]([N:10]4[CH2:11][CH2:12][CH2:13][C@@H:8]([C:6]([N:1]5[CH2:2][CH2:3][CH2:4][CH2:5]5)=[O:7])[CH2:9]4)=[CH:15][CH:16]=[C:17]3[N:22]=2)[CH:30]=[CH:29][CH:28]=1. (5) Given the reactants [C:1]([C:4]1[C:9]([CH3:10])=[CH:8][C:7]([CH3:11])=[CH:6][C:5]=1[CH3:12])(=O)[CH3:2].[C:13]1([CH3:19])[CH:18]=C[CH:16]=[CH:15][CH:14]=1.[C:20]([O-])([O-])=O.[K+].[K+].O1[CH2:30][CH2:29][CH2:28][CH2:27]1, predict the reaction product. The product is: [C:5]1([CH3:12])[CH:6]=[C:7]([CH3:11])[CH:8]=[C:9]([CH3:10])[C:4]=1[C:1](=[C:28]([C:29]1[C:30]([CH3:20])=[CH:18][C:13]([CH3:19])=[CH:14][C:15]=1[CH3:16])[CH3:27])[CH3:2].